Dataset: Reaction yield outcomes from USPTO patents with 853,638 reactions. Task: Predict the reaction yield, written as a fraction of the theoretical maximum amount of product (1.0 means a 100% yield; for example, 0.34 means a 34% yield). (1) The reactants are [NH2:1][C:2]1[CH:18]=[CH:17][C:5]([O:6][CH2:7][CH2:8][NH:9][C:10](=[O:16])[O:11][C:12]([CH3:15])([CH3:14])[CH3:13])=[C:4]([C:19]2[N:23]([CH3:24])[N:22]=[CH:21][CH:20]=2)[CH:3]=1.[C:25](Cl)(=[O:34])[C:26]1[CH:31]=[CH:30][CH:29]=[C:28]([O:32][CH3:33])[CH:27]=1.C(N(CC)CC)C. The catalyst is ClCCl. The product is [CH3:33][O:32][C:28]1[CH:27]=[C:26]([CH:31]=[CH:30][CH:29]=1)[C:25]([NH:1][C:2]1[CH:18]=[CH:17][C:5]([O:6][CH2:7][CH2:8][NH:9][C:10](=[O:16])[O:11][C:12]([CH3:15])([CH3:13])[CH3:14])=[C:4]([C:19]2[N:23]([CH3:24])[N:22]=[CH:21][CH:20]=2)[CH:3]=1)=[O:34]. The yield is 0.739. (2) The reactants are [CH2:1]([C:8]1[CH:13]=[C:12](Cl)[N:11]=[C:10]([Cl:15])[N:9]=1)[C:2]1[CH:7]=[CH:6][CH:5]=[CH:4][CH:3]=1.Cl.[CH3:17][O:18][C:19](=[O:22])[CH2:20][NH2:21].C(N(CC)CC)C. The catalyst is CN(C=O)C.O. The product is [CH3:17][O:18][C:19](=[O:22])[CH2:20][NH:21][C:12]1[CH:13]=[C:8]([CH2:1][C:2]2[CH:7]=[CH:6][CH:5]=[CH:4][CH:3]=2)[N:9]=[C:10]([Cl:15])[N:11]=1. The yield is 0.200. (3) The reactants are [NH2:1][C:2]1[CH:3]=[C:4]([CH:9]=[CH:10][C:11]=1[S:12][CH3:13])[CH2:5][N:6]([CH3:8])[CH3:7].Cl[C:15]1C=CC=C(C(OO)=[O:22])C=1.[S:25]([O-:28])([O-])=[O:26].[Na+].[Na+]. The catalyst is ClCCl. The product is [NH2:1][C:2]1[CH:3]=[C:4]([CH:9]=[CH:10][C:11]=1[S:12]([CH3:13])=[O:22])[CH2:5][N:6]([CH3:8])[CH3:7].[NH2:1][C:2]1[CH:3]=[C:4]([CH:9]=[CH:10][C:11]=1[S:25]([CH3:15])(=[O:28])=[O:26])[CH2:5][N:6]([CH3:8])[CH3:7]. The yield is 0.120. (4) The reactants are [CH3:1][O:2][C:3]([C:5]1[CH:10]=[CH:9][N:8]=[CH:7][C:6]=1[C:11]([OH:13])=O)=[O:4].C(C1NC=CN=1)(C1NC=CN=1)=O.[Cl:26][C:27]1[CH:32]=[CH:31][C:30]([CH2:33][C:34]([O:36][C:37]([CH3:40])([CH3:39])[CH3:38])=[O:35])=[CH:29][CH:28]=1.[H-].[Na+].[Cl-].[NH4+]. The catalyst is CN(C=O)C. The product is [Cl:26][C:27]1[CH:28]=[CH:29][C:30]([CH:33]([C:34]([O:36][C:37]([CH3:40])([CH3:39])[CH3:38])=[O:35])[C:11]([C:6]2[CH:7]=[N:8][CH:9]=[CH:10][C:5]=2[C:3]([O:2][CH3:1])=[O:4])=[O:13])=[CH:31][CH:32]=1. The yield is 0.750. (5) The reactants are Br[C:2]1[CH:7]=[CH:6][C:5]2[C:8]3([CH2:23][O:24][C:4]=2[CH:3]=1)[C:16]1[C:11](=[CH:12][CH:13]=[CH:14][CH:15]=1)[N:10]([CH2:17][CH2:18][CH2:19][CH2:20][CH3:21])[C:9]3=[O:22].Cl.CN(C)CC(O)=O.C(=O)([O-])[O-].[Cs+].[Cs+].[C:39]1([OH:45])[CH:44]=[CH:43][CH:42]=[CH:41][CH:40]=1. The catalyst is O1CCOCC1.ClCCl.[Cu](I)I. The product is [CH2:17]([N:10]1[C:11]2[C:16](=[CH:15][CH:14]=[CH:13][CH:12]=2)[C:8]2([C:5]3[CH:6]=[CH:7][C:2]([O:45][C:39]4[CH:44]=[CH:43][CH:42]=[CH:41][CH:40]=4)=[CH:3][C:4]=3[O:24][CH2:23]2)[C:9]1=[O:22])[CH2:18][CH2:19][CH2:20][CH3:21]. The yield is 0.870.